This data is from Reaction yield outcomes from USPTO patents with 853,638 reactions. The task is: Predict the reaction yield, written as a fraction of the theoretical maximum amount of product (1.0 means a 100% yield; for example, 0.34 means a 34% yield). (1) The reactants are [N:1]([C:4]1[C:5]2[N:6]([C:20]([N:23]3[CH2:28][CH2:27][O:26][CH2:25][CH2:24]3)=[CH:21][N:22]=2)[CH:7]=[C:8]([C:12]2[CH:17]=[CH:16][C:15]([Cl:18])=[CH:14][C:13]=2[Cl:19])[C:9]=1[C:10]#[N:11])=[N+]=[N-].C1(P(C2C=CC=CC=2)C2C=CC=CC=2)C=CC=CC=1.Cl. The catalyst is CO.O. The product is [NH2:1][C:4]1[C:5]2[N:6]([C:20]([N:23]3[CH2:24][CH2:25][O:26][CH2:27][CH2:28]3)=[CH:21][N:22]=2)[CH:7]=[C:8]([C:12]2[CH:17]=[CH:16][C:15]([Cl:18])=[CH:14][C:13]=2[Cl:19])[C:9]=1[C:10]#[N:11]. The yield is 0.870. (2) The reactants are C(O)(C(F)(F)F)=O.[Cl:8][C:9]1[CH:26]=[CH:25][C:12]([CH2:13][N:14]2[C:19]3[CH:20]=[CH:21][NH:22][C:18]=3[C:17](=[O:23])[NH:16][C:15]2=[S:24])=[C:11]([CH:27](OCC)[O:28]CC)[CH:10]=1. The catalyst is C(Cl)Cl. The product is [Cl:8][C:9]1[CH:26]=[CH:25][C:12]([CH2:13][N:14]2[C:19]3[CH:20]=[CH:21][NH:22][C:18]=3[C:17](=[O:23])[NH:16][C:15]2=[S:24])=[C:11]([CH:10]=1)[CH:27]=[O:28]. The yield is 0.850. (3) The reactants are [Cl:1][C:2]1[CH:3]=[C:4]([C:9]2[CH:13]=[CH:12][NH:11][N:10]=2)[CH:5]=[CH:6][C:7]=1[Cl:8].C(=O)([O-])[O-].[Cs+].[Cs+].[CH2:20]([CH:22]1[O:24][CH2:23]1)Cl. The catalyst is CN(C=O)C. The product is [Cl:1][C:2]1[CH:3]=[C:4]([C:9]2[CH:13]=[CH:12][N:11]([CH2:20][CH:22]3[CH2:23][O:24]3)[N:10]=2)[CH:5]=[CH:6][C:7]=1[Cl:8]. The yield is 0.820. (4) The reactants are [Br:1][C:2]1[CH:3]=[C:4]2[C:10]([I:11])=[CH:9][NH:8][C:5]2=[N:6][CH:7]=1.[H-].[Na+].[C:14]1([CH3:24])[CH:19]=[CH:18][C:17]([S:20](Cl)(=[O:22])=[O:21])=[CH:16][CH:15]=1.Cl. The catalyst is C1COCC1. The product is [Br:1][C:2]1[CH:3]=[C:4]2[C:10]([I:11])=[CH:9][N:8]([S:20]([C:17]3[CH:18]=[CH:19][C:14]([CH3:24])=[CH:15][CH:16]=3)(=[O:22])=[O:21])[C:5]2=[N:6][CH:7]=1. The yield is 0.810.